From a dataset of Peptide-MHC class I binding affinity with 185,985 pairs from IEDB/IMGT. Regression. Given a peptide amino acid sequence and an MHC pseudo amino acid sequence, predict their binding affinity value. This is MHC class I binding data. The peptide sequence is LQDDFDFNY. The MHC is HLA-A69:01 with pseudo-sequence HLA-A69:01. The binding affinity (normalized) is 0.0847.